From a dataset of NCI-60 drug combinations with 297,098 pairs across 59 cell lines. Regression. Given two drug SMILES strings and cell line genomic features, predict the synergy score measuring deviation from expected non-interaction effect. (1) Drug 1: C1=C(C(=O)NC(=O)N1)F. Drug 2: CC1CCC2CC(C(=CC=CC=CC(CC(C(=O)C(C(C(=CC(C(=O)CC(OC(=O)C3CCCCN3C(=O)C(=O)C1(O2)O)C(C)CC4CCC(C(C4)OC)OCCO)C)C)O)OC)C)C)C)OC. Cell line: MOLT-4. Synergy scores: CSS=47.9, Synergy_ZIP=3.82, Synergy_Bliss=2.04, Synergy_Loewe=10.4, Synergy_HSA=11.6. (2) Drug 1: CC(C)(C#N)C1=CC(=CC(=C1)CN2C=NC=N2)C(C)(C)C#N. Drug 2: CC=C1C(=O)NC(C(=O)OC2CC(=O)NC(C(=O)NC(CSSCCC=C2)C(=O)N1)C(C)C)C(C)C. Cell line: HT29. Synergy scores: CSS=23.6, Synergy_ZIP=-0.293, Synergy_Bliss=-6.37, Synergy_Loewe=-46.6, Synergy_HSA=-6.85. (3) Drug 1: CNC(=O)C1=CC=CC=C1SC2=CC3=C(C=C2)C(=NN3)C=CC4=CC=CC=N4. Drug 2: C(=O)(N)NO. Cell line: CCRF-CEM. Synergy scores: CSS=5.93, Synergy_ZIP=-9.99, Synergy_Bliss=-7.26, Synergy_Loewe=-9.30, Synergy_HSA=-6.34. (4) Drug 1: CCC1(CC2CC(C3=C(CCN(C2)C1)C4=CC=CC=C4N3)(C5=C(C=C6C(=C5)C78CCN9C7C(C=CC9)(C(C(C8N6C=O)(C(=O)OC)O)OC(=O)C)CC)OC)C(=O)OC)O.OS(=O)(=O)O. Drug 2: CCC1=C2CN3C(=CC4=C(C3=O)COC(=O)C4(CC)O)C2=NC5=C1C=C(C=C5)O. Cell line: SNB-75. Synergy scores: CSS=28.5, Synergy_ZIP=-7.75, Synergy_Bliss=-1.43, Synergy_Loewe=-8.56, Synergy_HSA=1.19. (5) Drug 2: CCN(CC)CCCC(C)NC1=C2C=C(C=CC2=NC3=C1C=CC(=C3)Cl)OC. Cell line: K-562. Synergy scores: CSS=15.4, Synergy_ZIP=-2.96, Synergy_Bliss=-3.78, Synergy_Loewe=-11.9, Synergy_HSA=-2.06. Drug 1: COC1=NC(=NC2=C1N=CN2C3C(C(C(O3)CO)O)O)N. (6) Drug 1: CC1C(C(=O)NC(C(=O)N2CCCC2C(=O)N(CC(=O)N(C(C(=O)O1)C(C)C)C)C)C(C)C)NC(=O)C3=C4C(=C(C=C3)C)OC5=C(C(=O)C(=C(C5=N4)C(=O)NC6C(OC(=O)C(N(C(=O)CN(C(=O)C7CCCN7C(=O)C(NC6=O)C(C)C)C)C)C(C)C)C)N)C. Drug 2: CC1=C2C(C(=O)C3(C(CC4C(C3C(C(C2(C)C)(CC1OC(=O)C(C(C5=CC=CC=C5)NC(=O)OC(C)(C)C)O)O)OC(=O)C6=CC=CC=C6)(CO4)OC(=O)C)O)C)O. Cell line: SNB-75. Synergy scores: CSS=7.88, Synergy_ZIP=-0.498, Synergy_Bliss=0.802, Synergy_Loewe=0.221, Synergy_HSA=0.545. (7) Drug 1: C1CCC(CC1)NC(=O)N(CCCl)N=O. Drug 2: CC=C1C(=O)NC(C(=O)OC2CC(=O)NC(C(=O)NC(CSSCCC=C2)C(=O)N1)C(C)C)C(C)C. Cell line: U251. Synergy scores: CSS=84.0, Synergy_ZIP=-2.76, Synergy_Bliss=-0.916, Synergy_Loewe=-1.49, Synergy_HSA=1.08. (8) Drug 1: C1=CC(=CC=C1CCC2=CNC3=C2C(=O)NC(=N3)N)C(=O)NC(CCC(=O)O)C(=O)O. Drug 2: CC(C1=C(C=CC(=C1Cl)F)Cl)OC2=C(N=CC(=C2)C3=CN(N=C3)C4CCNCC4)N. Cell line: OVCAR3. Synergy scores: CSS=24.9, Synergy_ZIP=3.17, Synergy_Bliss=2.38, Synergy_Loewe=-11.7, Synergy_HSA=0.582. (9) Drug 1: C1=NC2=C(N=C(N=C2N1C3C(C(C(O3)CO)O)F)Cl)N. Drug 2: CC=C1C(=O)NC(C(=O)OC2CC(=O)NC(C(=O)NC(CSSCCC=C2)C(=O)N1)C(C)C)C(C)C. Cell line: RXF 393. Synergy scores: CSS=28.5, Synergy_ZIP=-9.60, Synergy_Bliss=-4.75, Synergy_Loewe=-7.69, Synergy_HSA=-1.16.